From a dataset of Catalyst prediction with 721,799 reactions and 888 catalyst types from USPTO. Predict which catalyst facilitates the given reaction. (1) Reactant: C[O:2][C:3](=[O:21])[C:4]1[CH:9]=[CH:8][C:7]([O:10][CH2:11][CH2:12][CH:13]([CH3:20])[CH2:14][CH2:15][CH2:16][CH:17]([CH3:19])[CH3:18])=[CH:6][CH:5]=1.[OH-].[K+].Cl. Product: [CH3:20][CH:13]([CH2:14][CH2:15][CH2:16][CH:17]([CH3:19])[CH3:18])[CH2:12][CH2:11][O:10][C:7]1[CH:6]=[CH:5][C:4]([C:3]([OH:21])=[O:2])=[CH:9][CH:8]=1. The catalyst class is: 12. (2) Reactant: [N+:1]([C:4]1[CH:12]=[CH:11][C:7]([C:8](Cl)=[O:9])=[CH:6][CH:5]=1)([O-:3])=[O:2].[NH2:13][C:14]1[CH:19]=[CH:18][N:17]=[CH:16][C:15]=1[OH:20].C([O-])([O-])=O.[Na+].[Na+].CC(O)=O. Product: [OH:20][C:15]1[CH:16]=[N:17][CH:18]=[CH:19][C:14]=1[NH:13][C:8](=[O:9])[C:7]1[CH:11]=[CH:12][C:4]([N+:1]([O-:3])=[O:2])=[CH:5][CH:6]=1. The catalyst class is: 228. (3) Reactant: [NH2:1][C:2]1[C:3]([C:8]([O:10][CH3:11])=[O:9])=[N:4][CH:5]=[CH:6][N:7]=1.[F:12]F.C(=O)([O-])O.[Na+].C(OCC)(=O)C. Product: [NH2:1][C:2]1[C:3]([C:8]([O:10][CH3:11])=[O:9])=[N:4][C:5]([F:12])=[CH:6][N:7]=1. The catalyst class is: 15. (4) Reactant: Br[C:2]1[CH:7]=[CH:6][C:5]([N:8]2[C:12]([CH3:13])=[CH:11][CH:10]=[C:9]2[C:14]2[CH:19]=[CH:18][C:17]([S:20]([CH3:23])(=[O:22])=[O:21])=[C:16]([F:24])[CH:15]=2)=[CH:4][CH:3]=1.[O:25]1[CH:29]=[CH:28][CH:27]=[C:26]1B(O)O.C([O-])(O)=O.[Na+]. Product: [F:24][C:16]1[CH:15]=[C:14]([C:9]2[N:8]([C:5]3[CH:6]=[CH:7][C:2]([C:26]4[O:25][CH:29]=[CH:28][CH:27]=4)=[CH:3][CH:4]=3)[C:12]([CH3:13])=[CH:11][CH:10]=2)[CH:19]=[CH:18][C:17]=1[S:20]([CH3:23])(=[O:22])=[O:21]. The catalyst class is: 149. (5) Reactant: [NH:1]1[CH2:4][CH:3]([O:5][C:6]2[CH:11]=[CH:10][C:9]([N:12]3[CH:17]=[CH:16][C:15]4[N:18]=[C:19]([C:21]5[CH:26]=[CH:25][C:24]([Cl:27])=[CH:23][CH:22]=5)[S:20][C:14]=4[C:13]3=[O:28])=[CH:8][C:7]=2[O:29][CH3:30])[CH2:2]1.C(N(CC)CC)C.[C:38](Cl)(=[O:40])[CH3:39].Cl. Product: [C:38]([N:1]1[CH2:4][CH:3]([O:5][C:6]2[CH:11]=[CH:10][C:9]([N:12]3[CH:17]=[CH:16][C:15]4[N:18]=[C:19]([C:21]5[CH:22]=[CH:23][C:24]([Cl:27])=[CH:25][CH:26]=5)[S:20][C:14]=4[C:13]3=[O:28])=[CH:8][C:7]=2[O:29][CH3:30])[CH2:2]1)(=[O:40])[CH3:39]. The catalyst class is: 2. (6) Reactant: [CH3:1][O:2][C:3]1[CH:8]=[CH:7][C:6]([CH:9]2[NH:14][CH2:13][CH2:12][N:11]([C:15]([O:17][C:18]([CH3:21])([CH3:20])[CH3:19])=[O:16])[CH2:10]2)=[CH:5][CH:4]=1.C(=O)([O-])[O-].[K+].[K+].Cl[C:29]([O:31][CH2:32][CH3:33])=[O:30]. Product: [CH3:1][O:2][C:3]1[CH:4]=[CH:5][C:6]([CH:9]2[CH2:10][N:11]([C:15]([O:17][C:18]([CH3:21])([CH3:20])[CH3:19])=[O:16])[CH2:12][CH2:13][N:14]2[C:29]([O:31][CH2:32][CH3:33])=[O:30])=[CH:7][CH:8]=1. The catalyst class is: 1. (7) Reactant: [CH:1]1[C:10]2[C:5](=[CH:6][CH:7]=[CH:8][CH:9]=2)[CH:4]=[CH:3][C:2]=1[S:11]([N:14]1[CH2:18][CH:17]([CH2:19][S:20][C:21]([C:34]2[CH:39]=[CH:38][CH:37]=[CH:36][CH:35]=2)([C:28]2[CH:33]=[CH:32][CH:31]=[CH:30][CH:29]=2)[C:22]2[CH:27]=[CH:26][CH:25]=[CH:24][CH:23]=2)[CH:16]([CH2:40][OH:41])[CH2:15]1)(=[O:13])=[O:12].[H-].[Na+].[CH2:44](Br)[C:45]1[CH:50]=[CH:49][CH:48]=[CH:47][CH:46]=1.O. Product: [CH:1]1[C:10]2[C:5](=[CH:6][CH:7]=[CH:8][CH:9]=2)[CH:4]=[CH:3][C:2]=1[S:11]([N:14]1[CH2:18][CH:17]([CH2:19][S:20][C:21]([C:22]2[CH:27]=[CH:26][CH:25]=[CH:24][CH:23]=2)([C:28]2[CH:29]=[CH:30][CH:31]=[CH:32][CH:33]=2)[C:34]2[CH:39]=[CH:38][CH:37]=[CH:36][CH:35]=2)[CH:16]([CH2:40][O:41][CH2:44][C:45]2[CH:50]=[CH:49][CH:48]=[CH:47][CH:46]=2)[CH2:15]1)(=[O:13])=[O:12]. The catalyst class is: 3. (8) The catalyst class is: 58. Product: [CH:35]([N:25]1[C:26](=[O:27])[N:22]([C:4]2[CH:5]=[CH:6][C:7]([N:8]3[CH2:9][CH2:10][N:11]([C:14]4[CH:15]=[CH:16][C:17]([O:20][CH3:21])=[CH:18][CH:19]=4)[CH2:12][CH2:13]3)=[C:2]([F:1])[CH:3]=2)[CH:23]=[N:24]1)([CH2:37][CH3:38])[CH3:36]. Reactant: [F:1][C:2]1[CH:3]=[C:4]([N:22]2[C:26](=[O:27])[NH:25][N:24]=[CH:23]2)[CH:5]=[CH:6][C:7]=1[N:8]1[CH2:13][CH2:12][N:11]([C:14]2[CH:19]=[CH:18][C:17]([O:20][CH3:21])=[CH:16][CH:15]=2)[CH2:10][CH2:9]1.C([O-])([O-])=O.[K+].[K+].Br[CH:35]([CH2:37][CH3:38])[CH3:36]. (9) Reactant: [C:1]([O:5][C:6](=[O:22])[C:7]1[CH:12]=[CH:11][C:10]([NH:13][CH2:14][C:15]2[CH:20]=[CH:19][C:18]([Cl:21])=[CH:17][CH:16]=2)=[CH:9][CH:8]=1)([CH3:4])([CH3:3])[CH3:2].[C:23]1([S:29](Cl)(=[O:31])=[O:30])[CH:28]=[CH:27][CH:26]=[CH:25][CH:24]=1.N1C=CC=CC=1. Product: [C:1]([O:5][C:6](=[O:22])[C:7]1[CH:12]=[CH:11][C:10]([N:13]([S:29]([C:23]2[CH:28]=[CH:27][CH:26]=[CH:25][CH:24]=2)(=[O:31])=[O:30])[CH2:14][C:15]2[CH:16]=[CH:17][C:18]([Cl:21])=[CH:19][CH:20]=2)=[CH:9][CH:8]=1)([CH3:4])([CH3:2])[CH3:3]. The catalyst class is: 4. (10) The catalyst class is: 638. Reactant: COC1C=CC([C:9]2[CH:14]=[CH:13][C:12]([S:15](NC3CC(C[S:15][C:12]4[CH:13]=[CH:14][CH:9]=[CH:10][CH:11]=4)OC3=O)(=O)=O)=[CH:11][CH:10]=2)=CC=1.[CH3:33][O:34][C:35]1[CH:40]=[CH:39][C:38]([C:41]2[CH:46]=[CH:45][C:44]([S:47]([NH:50][CH:51]([CH2:56][CH:57]3[O:59][CH2:58]3)[C:52]([O:54]C)=[O:53])(=[O:49])=[O:48])=[CH:43][CH:42]=2)=[CH:37][CH:36]=1.CCN(CC)CC.C1(S)C=CC=CC=1. Product: [CH3:33][O:34][C:35]1[CH:36]=[CH:37][C:38]([C:41]2[CH:46]=[CH:45][C:44]([S:47]([NH:50][CH:51]([CH2:56][CH:57]([OH:59])[CH2:58][S:15][C:12]3[CH:13]=[CH:14][CH:9]=[CH:10][CH:11]=3)[C:52]([OH:54])=[O:53])(=[O:48])=[O:49])=[CH:43][CH:42]=2)=[CH:39][CH:40]=1.